From a dataset of Full USPTO retrosynthesis dataset with 1.9M reactions from patents (1976-2016). Predict the reactants needed to synthesize the given product. The reactants are: [N:1]1[N:2]([CH2:10][C:11]2[CH:16]=[CH:15][C:14]([OH:17])=[C:13]([N+:18]([O-:20])=[O:19])[CH:12]=2)[CH:3]=[C:4]2[C:9]=1[CH:8]=[CH:7][CH:6]=[CH:5]2.C1(O)C=CC=CC=1.[CH3:28][O:29][C:30](=[O:34])[CH:31](Br)[CH3:32]. Given the product [N:1]1[N:2]([CH2:10][C:11]2[CH:16]=[CH:15][C:14]([O:17][CH:31]([CH3:32])[C:30]([O:29][CH3:28])=[O:34])=[C:13]([N+:18]([O-:20])=[O:19])[CH:12]=2)[CH:3]=[C:4]2[C:9]=1[CH:8]=[CH:7][CH:6]=[CH:5]2, predict the reactants needed to synthesize it.